From a dataset of Catalyst prediction with 721,799 reactions and 888 catalyst types from USPTO. Predict which catalyst facilitates the given reaction. (1) Reactant: [C:1]([C:5]1[CH:6]=[C:7]2[C:12](=[C:13]([F:15])[CH:14]=1)[C:11](=[O:16])[N:10]([C:17]1[C:18]([CH2:43][OH:44])=[C:19]([N:23]3[C:27]4=[N:28][C:29]([C:32]5[CH:33]=[N:34][C:35]([O:38][CH2:39][CH3:40])=[CH:36][CH:37]=5)=[CH:30][CH:31]=[C:26]4[C:25]([C:41]#[N:42])=[CH:24]3)[CH:20]=[CH:21][CH:22]=1)[N:9]=[CH:8]2)([CH3:4])([CH3:3])[CH3:2].C([OH:47])C. Product: [C:1]([C:5]1[CH:6]=[C:7]2[C:12](=[C:13]([F:15])[CH:14]=1)[C:11](=[O:16])[N:10]([C:17]1[C:18]([CH2:43][OH:44])=[C:19]([N:23]3[C:27]4=[N:28][C:29]([C:32]5[CH:33]=[N:34][C:35]([O:38][CH2:39][CH3:40])=[CH:36][CH:37]=5)=[CH:30][CH:31]=[C:26]4[C:25]([C:41]([NH2:42])=[O:47])=[CH:24]3)[CH:20]=[CH:21][CH:22]=1)[N:9]=[CH:8]2)([CH3:2])([CH3:3])[CH3:4]. The catalyst class is: 6. (2) Reactant: [NH:1]1[CH2:6][CH2:5][C:4]2([C:14]3[C:9](=[CH:10][CH:11]=[CH:12][CH:13]=3)[CH2:8][CH2:7]2)[CH2:3][CH2:2]1.C([O-])([O-])=O.[Cs+].[Cs+].Br[CH2:22][C:23]1[CH:28]=[CH:27][C:26]([CH2:29][OH:30])=[CH:25][CH:24]=1.O. Product: [N:1]1([CH2:22][C:23]2[CH:28]=[CH:27][C:26]([CH2:29][OH:30])=[CH:25][CH:24]=2)[CH2:6][CH2:5][C:4]2([C:14]3[C:9](=[CH:10][CH:11]=[CH:12][CH:13]=3)[CH2:8][CH2:7]2)[CH2:3][CH2:2]1. The catalyst class is: 3. (3) Reactant: Cl[CH2:2][C:3]([N:5]1[C@@H:9]([CH3:10])[CH2:8][CH2:7][C@H:6]1[C:11]#[N:12])=[O:4].[CH:13]1([NH2:18])[CH2:17][CH2:16][CH2:15][CH2:14]1. Product: [CH:13]1([NH:18][CH2:2][C:3]([N:5]2[C@@H:9]([CH3:10])[CH2:8][CH2:7][C@H:6]2[C:11]#[N:12])=[O:4])[CH2:17][CH2:16][CH2:15][CH2:14]1. The catalyst class is: 10. (4) Reactant: [C:1]([C:4]1[CH:9]=[CH:8][C:7]([C:10]2[C:11]([C:16]([NH:18][C:19]3[CH:24]=[CH:23][C:22]([NH:25][CH2:26][CH2:27][C:28]4[CH:33]=[CH:32][CH:31]=[CH:30][N:29]=4)=[CH:21][CH:20]=3)=[O:17])=[CH:12][CH:13]=[CH:14][CH:15]=2)=[CH:6][CH:5]=1)(=[O:3])[CH3:2].[BH4-].[Na+]. Product: [OH:3][CH:1]([C:4]1[CH:9]=[CH:8][C:7]([C:10]2[C:11]([C:16]([NH:18][C:19]3[CH:24]=[CH:23][C:22]([NH:25][CH2:26][CH2:27][C:28]4[CH:33]=[CH:32][CH:31]=[CH:30][N:29]=4)=[CH:21][CH:20]=3)=[O:17])=[CH:12][CH:13]=[CH:14][CH:15]=2)=[CH:6][CH:5]=1)[CH3:2]. The catalyst class is: 5. (5) Reactant: O.[OH:2][C:3]1[CH:8]=[C:7]([OH:9])[CH:6]=[C:5]([OH:10])[C:4]=1[C:11](=[O:13])[CH3:12].C(=O)([O-])[O-].[K+].[K+].[CH2:20](Br)[C:21]1[CH:26]=[CH:25][CH:24]=[CH:23][CH:22]=1.O. Product: [CH2:20]([O:2][C:3]1[CH:8]=[C:7]([O:9][CH2:11][C:4]2[CH:5]=[CH:6][CH:7]=[CH:8][CH:3]=2)[CH:6]=[C:5]([OH:10])[C:4]=1[C:11](=[O:13])[CH3:12])[C:21]1[CH:26]=[CH:25][CH:24]=[CH:23][CH:22]=1. The catalyst class is: 9. (6) Reactant: [OH:1][C:2]([C:34]1[CH:39]=[CH:38][CH:37]=[CH:36][CH:35]=1)([C:28]1[CH:33]=[CH:32][CH:31]=[CH:30][CH:29]=1)[CH:3]1[CH2:8][CH2:7][N:6]([CH2:9][CH2:10][CH2:11][C:12]([C:14]2[CH:19]=[CH:18][C:17]([C:20]([CH3:27])([CH3:26])[C:21]([O:23]CC)=[O:22])=[CH:16][CH:15]=2)=[O:13])[CH2:5][CH2:4]1.[OH-].[Na+].CC(C)=O.[ClH:46]. Product: [OH2:1].[ClH:46].[OH:1][C:2]([C:34]1[CH:35]=[CH:36][CH:37]=[CH:38][CH:39]=1)([C:28]1[CH:29]=[CH:30][CH:31]=[CH:32][CH:33]=1)[CH:3]1[CH2:8][CH2:7][N:6]([CH2:9][CH2:10][CH2:11][CH:12]([C:14]2[CH:19]=[CH:18][C:17]([C:20]([CH3:27])([CH3:26])[C:21]([OH:23])=[O:22])=[CH:16][CH:15]=2)[OH:13])[CH2:5][CH2:4]1. The catalyst class is: 72. (7) Reactant: [CH3:1][O:2][CH2:3][CH2:4][O:5][CH2:6][O:7]Cl.[S:9]1[CH:13]=[CH:12][CH:11]=[C:10]1[CH2:14][CH2:15]O. Product: [CH3:1][O:2][CH2:3][CH2:4][O:5][CH2:6][O:7][CH2:15][CH2:14][C:10]1[S:9][CH:13]=[CH:12][CH:11]=1. The catalyst class is: 2. (8) Reactant: [CH2:1]([NH2:4])[CH2:2][NH2:3].[Cl:5][C:6]1[CH:13]=[CH:12][C:9]([CH:10]=O)=[CH:8][CH:7]=1.C(=O)([O-])[O-].[K+].[K+].II.S([O-])([O-])=O.[Na+].[Na+]. Product: [Cl:5][C:6]1[CH:13]=[CH:12][C:9]([C:10]2[NH:3][CH2:2][CH2:1][N:4]=2)=[CH:8][CH:7]=1. The catalyst class is: 107.